This data is from Full USPTO retrosynthesis dataset with 1.9M reactions from patents (1976-2016). The task is: Predict the reactants needed to synthesize the given product. (1) Given the product [C:39]([N:1]1[CH2:4][CH:3]([C:5]2[NH:6][C:7]([C:11]3[CH:12]=[C:13]([CH:28]=[CH:29][C:30]=3[CH3:31])[C:14]([N:16]3[CH2:17][CH:18]([C:20]4[CH:27]=[CH:26][C:23]([C:24]#[N:25])=[CH:22][CH:21]=4)[CH2:19]3)=[O:15])=[C:8]([CH3:10])[N:9]=2)[CH2:2]1)(=[O:41])[CH3:40], predict the reactants needed to synthesize it. The reactants are: [NH:1]1[CH2:4][CH:3]([C:5]2[NH:6][C:7]([C:11]3[CH:12]=[C:13]([CH:28]=[CH:29][C:30]=3[CH3:31])[C:14]([N:16]3[CH2:19][CH:18]([C:20]4[CH:27]=[CH:26][C:23]([C:24]#[N:25])=[CH:22][CH:21]=4)[CH2:17]3)=[O:15])=[C:8]([CH3:10])[N:9]=2)[CH2:2]1.C(N(CC)CC)C.[C:39](OC(=O)C)(=[O:41])[CH3:40].O. (2) The reactants are: [Cl:1][C:2]1[CH:7]=[CH:6][C:5]([C:8]2([NH:12][C:13]([NH2:15])=[S:14])[CH2:11][CH2:10][CH2:9]2)=[CH:4][CH:3]=1.Br[C:17]1([C:21](OCC)=[O:22])[CH2:20][CH2:19][CH2:18]1. Given the product [Cl:1][C:2]1[CH:3]=[CH:4][C:5]([C:8]2([NH:12][C:13]3[S:14][C:17]4([C:21](=[O:22])[N:15]=3)[CH2:20][CH2:19][CH2:18]4)[CH2:9][CH2:10][CH2:11]2)=[CH:6][CH:7]=1, predict the reactants needed to synthesize it. (3) Given the product [C:1]([O:5][C:6]([N:8]1[CH2:9][CH2:10][C:11]([C:14]2[CH:19]=[CH:18][C:17]([I:20])=[CH:16][CH:15]=2)([CH2:21][NH:22][C:31](=[O:32])[C:30]([F:41])([F:40])[F:29])[CH2:12][CH2:13]1)=[O:7])([CH3:4])([CH3:3])[CH3:2], predict the reactants needed to synthesize it. The reactants are: [C:1]([O:5][C:6]([N:8]1[CH2:13][CH2:12][C:11]([CH2:21][NH2:22])([C:14]2[CH:19]=[CH:18][C:17]([I:20])=[CH:16][CH:15]=2)[CH2:10][CH2:9]1)=[O:7])([CH3:4])([CH3:3])[CH3:2].N1C=CC=CC=1.[F:29][C:30]([F:41])([F:40])[C:31](O[C:31](=[O:32])[C:30]([F:41])([F:40])[F:29])=[O:32]. (4) Given the product [C:1]([O:5][C:6]([N:8]1[C:16]2[C:11](=[CH:12][CH:13]=[C:14]([O:17][CH2:18][CH2:19][CH2:20][N:43]3[CH2:48][CH2:47][CH2:46][CH2:45][CH2:44]3)[CH:15]=2)[CH:10]=[C:9]1[C:22]1[C:23]2[S:36][C:35]([C:37]3[CH:42]=[CH:41][CH:40]=[CH:39][CH:38]=3)=[CH:34][C:24]=2[N:25]([C:27]([O:29][C:30]([CH3:33])([CH3:32])[CH3:31])=[O:28])[N:26]=1)=[O:7])([CH3:4])([CH3:3])[CH3:2], predict the reactants needed to synthesize it. The reactants are: [C:1]([O:5][C:6]([N:8]1[C:16]2[C:11](=[CH:12][CH:13]=[C:14]([O:17][CH2:18][CH2:19][CH2:20]Br)[CH:15]=2)[CH:10]=[C:9]1[C:22]1[C:23]2[S:36][C:35]([C:37]3[CH:42]=[CH:41][CH:40]=[CH:39][CH:38]=3)=[CH:34][C:24]=2[N:25]([C:27]([O:29][C:30]([CH3:33])([CH3:32])[CH3:31])=[O:28])[N:26]=1)=[O:7])([CH3:4])([CH3:3])[CH3:2].[NH:43]1[CH2:48][CH2:47][CH2:46][CH2:45][CH2:44]1.C(=O)([O-])[O-].[K+].[K+].[I-].[K+].